Task: Predict the reactants needed to synthesize the given product.. Dataset: Full USPTO retrosynthesis dataset with 1.9M reactions from patents (1976-2016) (1) Given the product [ClH:25].[F:23][C:2]([F:1])([F:24])[C:3]1[CH:4]=[C:5]([CH:20]=[CH:21][CH:22]=1)[CH2:6][N:7]1[CH2:11][CH2:10][C@H:9]([NH2:12])[CH2:8]1, predict the reactants needed to synthesize it. The reactants are: [F:1][C:2]([F:24])([F:23])[C:3]1[CH:4]=[C:5]([CH:20]=[CH:21][CH:22]=1)[CH2:6][N:7]1[CH2:11][CH2:10][C@H:9]([NH:12]C(=O)OC(C)(C)C)[CH2:8]1.[ClH:25].O1CCOCC1. (2) Given the product [CH3:56][O:55][C:52]1[CH:53]=[CH:54][C:49]([CH2:48][N:46]2[N:45]=[N:44][C:43]([CH2:42][CH2:41][C:10]#[N:11])=[N:47]2)=[CH:50][CH:51]=1, predict the reactants needed to synthesize it. The reactants are: ClC1C=CC2[N:11]3C=CC=[C:10]3[C@@H](CCN3C=CC(CC#N)=N3)O[C@H](C3C=CC=C(OC)C=3OC)C=2C=1.CS(O[CH2:41][CH2:42][C:43]1[N:44]=[N:45][N:46]([CH2:48][C:49]2[CH:54]=[CH:53][C:52]([O:55][CH3:56])=[CH:51][CH:50]=2)[N:47]=1)(=O)=O.[C-]#N.[Na+]. (3) The reactants are: [OH:1][C:2]1[C:9]([O:10][CH3:11])=[CH:8][C:5]([C:6]#[N:7])=[C:4]([CH2:12][C:13]2[CH:18]=[CH:17][C:16](COC3CCCCO3)=[CH:15][CH:14]=2)[C:3]=1[C:27]#[N:28].C[C:30](C)=[O:31].[OH:33]S(O)(=O)=O.O=[Cr](=O)=O.C(O)(C)C. Given the product [C:27]([C:3]1[C:2]([OH:1])=[C:9]([O:10][CH3:11])[CH:8]=[C:5]([C:6]#[N:7])[C:4]=1[CH2:12][C:13]1[CH:14]=[CH:15][C:16]([C:30]([OH:31])=[O:33])=[CH:17][CH:18]=1)#[N:28], predict the reactants needed to synthesize it. (4) Given the product [Br:21][CH2:22][C:23]([NH:1][C:2]1[CH:7]=[CH:6][C:5]([Br:8])=[CH:4][C:3]=1[C:9]([OH:10])([C:11]1[S:12][CH:13]=[CH:14][CH:15]=1)[C:16]1[S:17][CH:18]=[CH:19][CH:20]=1)=[O:24], predict the reactants needed to synthesize it. The reactants are: [NH2:1][C:2]1[CH:7]=[CH:6][C:5]([Br:8])=[CH:4][C:3]=1[C:9]([C:16]1[S:17][CH:18]=[CH:19][CH:20]=1)([C:11]1[S:12][CH:13]=[CH:14][CH:15]=1)[OH:10].[Br:21][CH2:22][C:23](Cl)=[O:24]. (5) Given the product [C:21]([C:5](=[C:6]([C:14]1[CH:19]=[CH:18][CH:17]=[C:16]([Cl:20])[CH:15]=1)[C:7]1[CH:12]=[CH:11][CH:10]=[C:9]([Cl:13])[CH:8]=1)[C:4]([OH:3])=[O:23])(=[O:24])[NH2:22], predict the reactants needed to synthesize it. The reactants are: C([O:3][C:4](=[O:23])[C:5]([C:21]#[N:22])=[C:6]([C:14]1[CH:19]=[CH:18][CH:17]=[C:16]([Cl:20])[CH:15]=1)[C:7]1[CH:12]=[CH:11][CH:10]=[C:9]([Cl:13])[CH:8]=1)C.[OH-:24].[Na+]. (6) Given the product [CH3:43][N:44]1[CH2:49][CH2:48][N:47]([CH2:50][CH2:51][O:36][C:35](=[O:37])[C:34]2[CH:38]=[CH:39][C:31]([NH:30][C:28]([C@H:9]3[C@H:8]([C:4]4[CH:5]=[CH:6][CH:7]=[C:2]([Cl:1])[C:3]=4[F:42])[C@:12]([C:15]4[CH:20]=[CH:19][C:18]([Cl:21])=[CH:17][C:16]=4[F:22])([C:13]#[N:14])[C@H:11]([CH2:23][C:24]([CH3:26])([CH3:27])[CH3:25])[NH:10]3)=[O:29])=[C:32]([O:40][CH3:41])[CH:33]=2)[CH2:46][CH2:45]1, predict the reactants needed to synthesize it. The reactants are: [Cl:1][C:2]1[C:3]([F:42])=[C:4]([C@@H:8]2[C@:12]([C:15]3[CH:20]=[CH:19][C:18]([Cl:21])=[CH:17][C:16]=3[F:22])([C:13]#[N:14])[C@H:11]([CH2:23][C:24]([CH3:27])([CH3:26])[CH3:25])[NH:10][C@H:9]2[C:28]([NH:30][C:31]2[CH:39]=[CH:38][C:34]([C:35]([OH:37])=[O:36])=[CH:33][C:32]=2[O:40][CH3:41])=[O:29])[CH:5]=[CH:6][CH:7]=1.[CH3:43][N:44]1[CH2:49][CH2:48][N:47]([CH2:50][CH2:51]O)[CH2:46][CH2:45]1. (7) Given the product [I:1][C:2]1[CH:3]=[C:4]2[C:9](=[CH:10][CH:11]=1)[O:8][C@@H:7]([CH2:12][O:13][Si:14]([C:17]([CH3:20])([CH3:19])[CH3:18])([CH3:16])[CH3:15])[CH2:6][CH2:5]2, predict the reactants needed to synthesize it. The reactants are: [I:1][C:2]1[CH:3]=[C:4]2[C:9](=[CH:10][CH:11]=1)[O:8][C@@H:7]([CH2:12][OH:13])[CH2:6][CH2:5]2.[Si:14](Cl)([C:17]([CH3:20])([CH3:19])[CH3:18])([CH3:16])[CH3:15].N1C=CN=C1.O. (8) Given the product [F:28][C:23]1[CH:22]=[C:21]([C:19]2[N:12]=[C:11]([CH2:10][CH2:9][C:6]3[NH:5][C:4]([CH2:3][C:2]([CH3:16])([CH3:1])[CH2:14][CH3:15])=[CH:8][N:7]=3)[S:13][CH:18]=2)[CH:26]=[CH:25][C:24]=1[F:27], predict the reactants needed to synthesize it. The reactants are: [CH3:1][C:2]([CH3:16])([CH2:14][CH3:15])[CH2:3][C:4]1[N:5]=[C:6]([CH2:9][CH2:10][C:11](=[S:13])[NH2:12])[NH:7][CH:8]=1.Br[CH2:18][C:19]([C:21]1[CH:26]=[CH:25][C:24]([F:27])=[C:23]([F:28])[CH:22]=1)=O. (9) Given the product [CH2:1]([O:8][C:9]1[N:14]=[CH:13][C:12]([C:15]2[CH:20]=[CH:19][C:18]([CH2:21][C:22]([NH:24][C:25]3[CH:30]=[CH:29][C:28]([CH2:31][C:32]([CH3:43])([CH3:42])[CH2:33][OH:34])=[C:27]([C:44]([F:45])([F:47])[F:46])[CH:26]=3)=[O:23])=[CH:17][C:16]=2[F:48])=[C:11]([O:49][CH2:50][CH3:51])[CH:10]=1)[C:2]1[CH:3]=[CH:4][CH:5]=[CH:6][CH:7]=1, predict the reactants needed to synthesize it. The reactants are: [CH2:1]([O:8][C:9]1[N:14]=[CH:13][C:12]([C:15]2[CH:20]=[CH:19][C:18]([CH2:21][C:22]([NH:24][C:25]3[CH:30]=[CH:29][C:28]([CH2:31][C:32]([CH3:43])([CH3:42])[CH2:33][O:34][Si](C(C)(C)C)(C)C)=[C:27]([C:44]([F:47])([F:46])[F:45])[CH:26]=3)=[O:23])=[CH:17][C:16]=2[F:48])=[C:11]([O:49][CH2:50][CH3:51])[CH:10]=1)[C:2]1[CH:7]=[CH:6][CH:5]=[CH:4][CH:3]=1.C(O)(C(F)(F)F)=O.